Task: Predict the reactants needed to synthesize the given product.. Dataset: Full USPTO retrosynthesis dataset with 1.9M reactions from patents (1976-2016) (1) Given the product [C:15]1([CH2:14][C@H:5]([NH:6][CH2:7][CH2:8][CH2:9][S:10]([OH:13])(=[O:11])=[O:12])[C:4]([OH:21])=[O:3])[CH:16]=[CH:17][CH:18]=[CH:19][CH:20]=1, predict the reactants needed to synthesize it. The reactants are: C([O:3][C:4](=[O:21])[C@H:5]([CH2:14][C:15]1[CH:20]=[CH:19][CH:18]=[CH:17][CH:16]=1)[NH:6][CH2:7][CH2:8][CH2:9][S:10]([OH:13])(=[O:12])=[O:11])C. (2) Given the product [CH3:28][N:29]([CH2:40][C:41]1[N:45]([CH2:46][CH:47]2[CH2:48][N:49]([CH3:50])[CH2:53]2)[C:44]2[CH:54]=[CH:55][CH:56]=[CH:57][C:43]=2[N:42]=1)[CH:30]1[C:39]2[N:38]=[CH:37][CH:36]=[CH:35][C:34]=2[CH2:33][CH2:32][CH2:31]1, predict the reactants needed to synthesize it. The reactants are: N1CC(CN2C3C=CC=CC=3N=C2CN(C)C2C3N=CC=CC=3CCC2)C1.[CH3:28][N:29]([CH2:40][C:41]1[N:45]([CH2:46][CH:47]2CC[CH2:50][N:49]([CH3:53])[CH2:48]2)[C:44]2[CH:54]=[CH:55][CH:56]=[CH:57][C:43]=2[N:42]=1)[CH:30]1[C:39]2[N:38]=[CH:37][CH:36]=[CH:35][C:34]=2[CH2:33][CH2:32][CH2:31]1. (3) Given the product [Cl:8][C:7]1[C:2]([N:27]([CH2:26][C:22]2[CH:21]=[C:20]3[C:25](=[CH:24][CH:23]=2)[N:17]([CH2:16][CH2:15][O:14][CH3:13])[N:18]=[CH:19]3)[S:28]([C:31]2[CH:32]=[CH:33][C:34]([C:35]([O:37][CH3:38])=[O:36])=[CH:39][CH:40]=2)(=[O:30])=[O:29])=[N:3][CH:4]=[C:5]([C:9]([F:12])([F:11])[F:10])[CH:6]=1, predict the reactants needed to synthesize it. The reactants are: Cl[C:2]1[C:7]([Cl:8])=[CH:6][C:5]([C:9]([F:12])([F:11])[F:10])=[CH:4][N:3]=1.[CH3:13][O:14][CH2:15][CH2:16][N:17]1[C:25]2[C:20](=[CH:21][C:22]([CH2:26][NH:27][S:28]([C:31]3[CH:40]=[CH:39][C:34]([C:35]([O:37][CH3:38])=[O:36])=[CH:33][CH:32]=3)(=[O:30])=[O:29])=[CH:23][CH:24]=2)[CH:19]=[N:18]1. (4) Given the product [C:1]([O:5][C:6]([NH:8][CH2:9][C:10]1[CH:15]=[CH:14][C:13]([F:16])=[C:12]([C:20]#[C:19][CH2:18][OH:21])[CH:11]=1)=[O:7])([CH3:4])([CH3:3])[CH3:2], predict the reactants needed to synthesize it. The reactants are: [C:1]([O:5][C:6]([NH:8][CH2:9][C:10]1[CH:15]=[CH:14][C:13]([F:16])=[C:12](Br)[CH:11]=1)=[O:7])([CH3:4])([CH3:3])[CH3:2].[CH2:18]([OH:21])[C:19]#[CH:20]. (5) Given the product [C:1]([N:5]1[CH:9]=[C:8]([NH:10][C:11]2[N:16]=[CH:15][N:14]=[C:13]([C:17]3[CH:18]=[CH:19][C:20]([O:25][C@H:26]4[CH2:31][CH2:30][N:29]([C:39]([C:36]5[NH:35][C:34]([CH3:33])=[N:38][N:37]=5)=[O:40])[CH2:28][C@H:27]4[F:32])=[C:21]([CH:24]=3)[C:22]#[N:23])[N:12]=2)[CH:7]=[N:6]1)([CH3:4])([CH3:2])[CH3:3], predict the reactants needed to synthesize it. The reactants are: [C:1]([N:5]1[CH:9]=[C:8]([NH:10][C:11]2[N:16]=[CH:15][N:14]=[C:13]([C:17]3[CH:18]=[CH:19][C:20]([O:25][C@H:26]4[CH2:31][CH2:30][NH:29][CH2:28][C@H:27]4[F:32])=[C:21]([CH:24]=3)[C:22]#[N:23])[N:12]=2)[CH:7]=[N:6]1)([CH3:4])([CH3:3])[CH3:2].[CH3:33][C:34]1[NH:35][C:36]([C:39](O)=[O:40])=[N:37][N:38]=1. (6) Given the product [CH3:19][N:20]1[CH:25]=[C:24]([C:2]2[CH:7]=[C:6]([CH2:8][S:9]([CH3:12])(=[O:11])=[O:10])[CH:5]=[CH:4][C:3]=2[O:13][CH2:14][C:15]([F:18])([F:17])[F:16])[C:23]2[CH:35]=[CH:36][O:37][C:22]=2[C:21]1=[O:38], predict the reactants needed to synthesize it. The reactants are: Br[C:2]1[CH:7]=[C:6]([CH2:8][S:9]([CH3:12])(=[O:11])=[O:10])[CH:5]=[CH:4][C:3]=1[O:13][CH2:14][C:15]([F:18])([F:17])[F:16].[CH3:19][N:20]1[CH:25]=[C:24](B2OC(C)(C)C(C)(C)O2)[C:23]2[CH:35]=[CH:36][O:37][C:22]=2[C:21]1=[O:38].[O-]P([O-])([O-])=O.[K+].[K+].[K+]. (7) The reactants are: Br[CH2:2][C:3]1[CH:8]=[CH:7][C:6]([O:9][CH3:10])=[CH:5][C:4]=1[CH3:11].[P:12]([O:19]CC)([O:16][CH2:17][CH3:18])[O:13][CH2:14][CH3:15]. Given the product [CH3:10][O:9][C:6]1[CH:7]=[CH:8][C:3]([CH2:2][P:12](=[O:19])([O:16][CH2:17][CH3:18])[O:13][CH2:14][CH3:15])=[C:4]([CH3:11])[CH:5]=1, predict the reactants needed to synthesize it.